Dataset: Reaction yield outcomes from USPTO patents with 853,638 reactions. Task: Predict the reaction yield, written as a fraction of the theoretical maximum amount of product (1.0 means a 100% yield; for example, 0.34 means a 34% yield). (1) The reactants are [O:1]1[C:5]2[CH:6]=[CH:7][CH:8]=[CH:9][C:4]=2[NH:3][C:2]1=[O:10].C(=O)([O-])[O-].[K+].[K+].[C:17](O[C:17](=[O:20])[CH2:18][CH3:19])(=[O:20])[CH2:18][CH3:19].O. The catalyst is CC(C)=O. The product is [C:17]([N:3]1[C:4]2[CH:9]=[CH:8][CH:7]=[CH:6][C:5]=2[O:1][C:2]1=[O:10])(=[O:20])[CH2:18][CH3:19]. The yield is 0.900. (2) The reactants are O=S(Cl)[Cl:3].[NH2:5][CH2:6][CH2:7][CH2:8][CH2:9][CH2:10][CH2:11][CH2:12][CH2:13][CH2:14][CH2:15][CH2:16][C:17]([OH:19])=[O:18].[CH3:20]O. No catalyst specified. The product is [ClH:3].[CH3:20][O:18][C:17](=[O:19])[CH2:16][CH2:15][CH2:14][CH2:13][CH2:12][CH2:11][CH2:10][CH2:9][CH2:8][CH2:7][CH2:6][NH2:5]. The yield is 0.600. (3) The reactants are C[O-].[Na+].CO.[OH:6][C:7]1[CH:8]=[C:9]([CH:22]=[CH:23][CH:24]=1)[O:10][CH2:11][C:12]1[CH:20]=[CH:19][CH:18]=[C:17]([CH3:21])[C:13]=1[C:14]([OH:16])=[O:15].Cl[CH2:26][C:27]1[N:28]=[C:29]([C:32]2[CH:37]=[CH:36][C:35]([F:38])=[CH:34][CH:33]=2)[O:30][CH:31]=1.[Cl-].[Na+]. The catalyst is CN1CCCC1=O. The product is [F:38][C:35]1[CH:34]=[CH:33][C:32]([C:29]2[O:30][CH:31]=[C:27]([CH2:26][O:6][C:7]3[CH:8]=[C:9]([CH:22]=[CH:23][CH:24]=3)[O:10][CH2:11][C:12]3[CH:20]=[CH:19][CH:18]=[C:17]([CH3:21])[C:13]=3[C:14]([OH:16])=[O:15])[N:28]=2)=[CH:37][CH:36]=1. The yield is 0.583. (4) The reactants are CS(O[CH2:6][CH2:7][CH2:8][CH2:9][C:10]1[C:18]2[C:13](=[CH:14][CH:15]=[C:16]([C:19]#[N:20])[CH:17]=2)[N:12]([S:21]([C:24]2[CH:30]=[CH:29][C:27]([CH3:28])=[CH:26][CH:25]=2)(=[O:23])=[O:22])[CH:11]=1)(=O)=O.[N:31]1([C:37]2[CH:38]=[CH:39][C:40]3[O:44][C:43]([C:45]([O:47][CH2:48][CH3:49])=[O:46])=[CH:42][C:41]=3[CH:50]=2)[CH2:36][CH2:35][NH:34][CH2:33][CH2:32]1.C([O-])([O-])=O.[K+].[K+]. The catalyst is CC#N.CCOC(C)=O.O. The product is [C:19]([C:16]1[CH:17]=[C:18]2[C:13](=[CH:14][CH:15]=1)[N:12]([S:21]([C:24]1[CH:30]=[CH:29][C:27]([CH3:28])=[CH:26][CH:25]=1)(=[O:23])=[O:22])[CH:11]=[C:10]2[CH2:9][CH2:8][CH2:7][CH2:6][N:34]1[CH2:33][CH2:32][N:31]([C:37]2[CH:38]=[CH:39][C:40]3[O:44][C:43]([C:45]([O:47][CH2:48][CH3:49])=[O:46])=[CH:42][C:41]=3[CH:50]=2)[CH2:36][CH2:35]1)#[N:20]. The yield is 0.720.